Predict the reactants needed to synthesize the given product. From a dataset of Retrosynthesis with 50K atom-mapped reactions and 10 reaction types from USPTO. (1) The reactants are: Cc1c(Cl)ncnc1OC1CCN(C(=O)OC(C)(C)C)CC1.Cn1ncc2c1CNC2. Given the product Cc1c(OC2CCN(C(=O)OC(C)(C)C)CC2)ncnc1N1Cc2cnn(C)c2C1, predict the reactants needed to synthesize it. (2) Given the product Cc1ncc(CNC(=O)c2cnc(CNS(=O)(=O)c3cc(F)cc(F)c3)cn2)s1, predict the reactants needed to synthesize it. The reactants are: Cc1ncc(CNC(=O)c2cnc(CN)cn2)s1.O=S(=O)(Cl)c1cc(F)cc(F)c1. (3) Given the product Cc1ccc(CC2CCN(C(=O)CCl)CC2)cc1, predict the reactants needed to synthesize it. The reactants are: Cc1ccc(CC2CCNCC2)cc1.O=C(Cl)CCl. (4) Given the product Cc1cc(OCc2c(F)cccc2F)c2nc(C)c(C(=O)NC3CC(N)C3)n2c1, predict the reactants needed to synthesize it. The reactants are: Cc1cc(OCc2c(F)cccc2F)c2nc(C)c(C(=O)O)n2c1.NC1CC(N)C1. (5) Given the product CC(C)(C)CO[C@H]1CN(C(=O)OC(C)(C)C)[C@@H]([C@@H](O)[C@H](Cc2cc(F)cc(F)c2)[N+](=O)[O-])CO1, predict the reactants needed to synthesize it. The reactants are: CC(C)(C)CO[C@H]1CN(C(=O)OC(C)(C)C)[C@@H](C=O)CO1.O=[N+]([O-])CCc1cc(F)cc(F)c1. (6) Given the product C=Cc1c(C)c(C#Cc2ccc(CC(=O)O)cc2)cc(C(C)(C)C)c1OC(C)C, predict the reactants needed to synthesize it. The reactants are: C=Cc1c(C)c(C#Cc2ccc(CC(=O)OC)cc2)cc(C(C)(C)C)c1OC(C)C. (7) Given the product Cc1ccc(S(=O)(=O)OC2CCN(C(=O)OC(C)(C)C)CC2)cc1, predict the reactants needed to synthesize it. The reactants are: CC(C)(C)OC(=O)N1CCC(O)CC1.Cc1ccc(S(=O)(=O)Cl)cc1. (8) Given the product COCC(C)NC(=O)c1ccc(-c2cnc3ncc(C4(c5ccc6ncccc6c5)CC4)n3c2)cc1F, predict the reactants needed to synthesize it. The reactants are: COCC(C)N.O=C(O)c1ccc(-c2cnc3ncc(C4(c5ccc6ncccc6c5)CC4)n3c2)cc1F. (9) Given the product NC1CCc2cc(/C=C/C(c3cc(Cl)c(Cl)c(Cl)c3)C(F)(F)F)ccc21, predict the reactants needed to synthesize it. The reactants are: O=C1CCc2cc(/C=C/C(c3cc(Cl)c(Cl)c(Cl)c3)C(F)(F)F)ccc21.[BH3-]C#N.